Dataset: Peptide-MHC class II binding affinity with 134,281 pairs from IEDB. Task: Regression. Given a peptide amino acid sequence and an MHC pseudo amino acid sequence, predict their binding affinity value. This is MHC class II binding data. (1) The peptide sequence is QSKLSRNFTKGVKKI. The MHC is DRB1_0101 with pseudo-sequence DRB1_0101. The binding affinity (normalized) is 0.465. (2) The peptide sequence is AAFKIAATAANSAPA. The MHC is HLA-DPA10201-DPB10501 with pseudo-sequence HLA-DPA10201-DPB10501. The binding affinity (normalized) is 0.571. (3) The peptide sequence is KKPTGKVTLEADVILPI. The MHC is HLA-DQA10201-DQB10303 with pseudo-sequence HLA-DQA10201-DQB10303. The binding affinity (normalized) is 0.200. (4) The peptide sequence is QLGELYYAIHKASPV. The MHC is DRB3_0101 with pseudo-sequence DRB3_0101. The binding affinity (normalized) is 0.202. (5) The peptide sequence is NKELRLMYVNCVKKN. The MHC is HLA-DQA10101-DQB10501 with pseudo-sequence HLA-DQA10101-DQB10501. The binding affinity (normalized) is 0.272.